From a dataset of Catalyst prediction with 721,799 reactions and 888 catalyst types from USPTO. Predict which catalyst facilitates the given reaction. (1) Reactant: [CH2:1]([O:3][C:4]1[CH:5]=[C:6]([C:10]2[CH:15]=[CH:14][C:13]([CH:16](C(OC)=O)[C:17]([O:19]C)=[O:18])=[C:12]([N+:25]([O-:27])=[O:26])[CH:11]=2)[CH:7]=[CH:8][CH:9]=1)[CH3:2]. Product: [CH2:1]([O:3][C:4]1[CH:5]=[C:6]([C:10]2[CH:15]=[CH:14][C:13]([CH2:16][C:17]([OH:19])=[O:18])=[C:12]([N+:25]([O-:27])=[O:26])[CH:11]=2)[CH:7]=[CH:8][CH:9]=1)[CH3:2]. The catalyst class is: 33. (2) Reactant: CN(C)C=O.[H-].[Na+].[Br:8][C:9]1[CH:14]=[CH:13][C:12]([C:15]2([CH2:18][OH:19])[CH2:17][CH2:16]2)=[CH:11][CH:10]=1.[CH2:20](Br)[C:21]1[CH:26]=[CH:25][CH:24]=[CH:23][CH:22]=1. Product: [Br:8][C:9]1[CH:10]=[CH:11][C:12]([C:15]2([CH2:18][O:19][CH2:20][C:21]3[CH:26]=[CH:25][CH:24]=[CH:23][CH:22]=3)[CH2:16][CH2:17]2)=[CH:13][CH:14]=1. The catalyst class is: 6. (3) Reactant: Cl[C:2]1[C:11]([I:12])=[CH:10][C:9]2[C:4](=[CH:5][CH:6]=[CH:7][CH:8]=2)[N:3]=1.C(O)(=[O:15])C. Product: [I:12][C:11]1[C:2](=[O:15])[NH:3][C:4]2[C:9]([CH:10]=1)=[CH:8][CH:7]=[CH:6][CH:5]=2. The catalyst class is: 6. (4) Reactant: [Cl:1][C:2]1[CH:7]=[C:6]([F:8])[CH:5]=[CH:4][C:3]=1[C:9]1[CH:14]=[CH:13][N:12]=[CH:11][CH:10]=1. Product: [Cl:1][C:2]1[CH:7]=[C:6]([F:8])[CH:5]=[CH:4][C:3]=1[CH:9]1[CH2:10][CH2:11][NH:12][CH2:13][CH2:14]1. The catalyst class is: 663.